From a dataset of Catalyst prediction with 721,799 reactions and 888 catalyst types from USPTO. Predict which catalyst facilitates the given reaction. Reactant: [NH:1]1[C:5]2=[N:6][CH:7]=[CH:8][CH:9]=[C:4]2[CH:3]=[C:2]1[C:10]([O:12][CH2:13][CH3:14])=[O:11].[H-].[Na+].[CH2:17](Br)[C:18]1[CH:23]=[CH:22][CH:21]=[CH:20][CH:19]=1.O. Product: [CH2:17]([N:1]1[C:5]2=[N:6][CH:7]=[CH:8][CH:9]=[C:4]2[CH:3]=[C:2]1[C:10]([O:12][CH2:13][CH3:14])=[O:11])[C:18]1[CH:23]=[CH:22][CH:21]=[CH:20][CH:19]=1. The catalyst class is: 369.